Predict the reaction yield, written as a fraction of the theoretical maximum amount of product (1.0 means a 100% yield; for example, 0.34 means a 34% yield). From a dataset of Reaction yield outcomes from USPTO patents with 853,638 reactions. The reactants are [Al+3].[Cl-].[Cl-].[Cl-].[N+](C)([O-])=O.[CH3:9][N:10]1[C:15]2[CH:16]=[CH:17][CH:18]=[CH:19][C:14]=2[O:13][CH2:12][C:11]1=[O:20].ClC[CH:23]([O:26]C(CCl)CCl)CCl. The catalyst is C(Cl)Cl. The product is [CH3:9][N:10]1[C:15]2[CH:16]=[C:17]([CH:23]=[O:26])[CH:18]=[CH:19][C:14]=2[O:13][CH2:12][C:11]1=[O:20]. The yield is 0.370.